This data is from Forward reaction prediction with 1.9M reactions from USPTO patents (1976-2016). The task is: Predict the product of the given reaction. (1) Given the reactants [CH:1]1([C:4]2[N:8]([C:9]3[CH:14]=[CH:13][C:12]([NH:15][C:16](=[O:24])[CH2:17][C:18]4[CH:23]=[CH:22][N:21]=[CH:20][CH:19]=4)=[CH:11][CH:10]=3)[N:7]=[C:6]([C:25]([F:28])([F:27])[F:26])[CH:5]=2)[CH2:3][CH2:2]1.N1C=CC(CC(O)=O)=CC=1.[ClH:39], predict the reaction product. The product is: [ClH:39].[CH:1]1([C:4]2[N:8]([C:9]3[CH:10]=[CH:11][C:12]([NH:15][C:16](=[O:24])[CH2:17][C:18]4[CH:19]=[CH:20][N:21]=[CH:22][CH:23]=4)=[CH:13][CH:14]=3)[N:7]=[C:6]([C:25]([F:26])([F:27])[F:28])[CH:5]=2)[CH2:3][CH2:2]1. (2) Given the reactants [NH:1]1[CH2:4][CH:3]([C:5]([OH:7])=[O:6])[CH2:2]1.[CH3:8]O.S(Cl)([Cl:12])=O, predict the reaction product. The product is: [ClH:12].[NH:1]1[CH2:4][CH:3]([C:5]([O:7][CH3:8])=[O:6])[CH2:2]1. (3) The product is: [NH:1]1[C:9]2[C:4](=[CH:5][CH:6]=[CH:7][CH:8]=2)[C:3]([CH2:10][C:11]([O:13][CH3:18])=[O:12])=[CH:2]1. Given the reactants [NH:1]1[C:9]2[C:4](=[CH:5][CH:6]=[CH:7][CH:8]=2)[C:3]([CH2:10][C:11]([OH:13])=[O:12])=[CH:2]1.S(Cl)(Cl)=O.[CH3:18]O, predict the reaction product.